From a dataset of Reaction yield outcomes from USPTO patents with 853,638 reactions. Predict the reaction yield, written as a fraction of the theoretical maximum amount of product (1.0 means a 100% yield; for example, 0.34 means a 34% yield). (1) The reactants are ClC1C2SC(=O)NC=2N=C(SCC2C=CC=C(F)C=2F)N=1.C(N(C(C)C)CC)(C)C.C1(S(C=C)(=O)=O)C=CC=CC=1.[NH2:42][C@@H:43]([CH2:45][OH:46])[CH3:44].Cl[C:48]1[C:49]2[S:66][C:65](=[O:67])[N:64]([CH2:68][CH2:69][S:70]([C:73]3[CH:78]=[CH:77][CH:76]=[CH:75][CH:74]=3)(=[O:72])=[O:71])[C:50]=2[N:51]=[C:52]([S:54][CH2:55][C:56]2[CH:61]=[CH:60][CH:59]=[C:58]([F:62])[C:57]=2[F:63])[N:53]=1. The catalyst is C(#N)CCC.O. The product is [F:63][C:57]1[C:58]([F:62])=[CH:59][CH:60]=[CH:61][C:56]=1[CH2:55][S:54][C:52]1[N:53]=[C:48]([NH:42][C@H:43]([CH3:44])[CH2:45][OH:46])[C:49]2[S:66][C:65](=[O:67])[N:64]([CH2:68][CH2:69][S:70]([C:73]3[CH:74]=[CH:75][CH:76]=[CH:77][CH:78]=3)(=[O:71])=[O:72])[C:50]=2[N:51]=1. The yield is 0.880. (2) The reactants are [C:1]([O:5][C:6]([N:8]1[CH2:12][CH2:11][CH2:10][CH:9]1[C:13]1[NH:14][C:15]([C:18]2[CH:23]=[CH:22][C:21]([C:24]3[CH:29]=[CH:28][C:27]([C:30]4[NH:31][C:32]([CH:35]5[CH2:39][CH2:38][CH2:37][N:36]5[C:40](=[O:53])[CH:41]([NH:48][C:49]([O:51][CH3:52])=[O:50])[CH2:42][CH2:43]C(F)(F)F)=[N:33][CH:34]=4)=[CH:26][CH:25]=3)=[CH:20][CH:19]=2)=[CH:16][N:17]=1)=[O:7])([CH3:4])([CH3:3])[CH3:2].COC(=O)C(NC(OC)=O)CC[O:60][CH2:61][C:62]([F:65])([F:64])[F:63]. No catalyst specified. The product is [C:1]([O:5][C:6]([N:8]1[CH2:12][CH2:11][CH2:10][CH:9]1[C:13]1[NH:14][C:15]([C:18]2[CH:23]=[CH:22][C:21]([C:24]3[CH:29]=[CH:28][C:27]([C:30]4[NH:31][C:32]([CH:35]5[CH2:39][CH2:38][CH2:37][N:36]5[C:40](=[O:53])[CH:41]([NH:48][C:49]([O:51][CH3:52])=[O:50])[CH2:42][CH2:43][O:60][CH2:61][C:62]([F:65])([F:64])[F:63])=[N:33][CH:34]=4)=[CH:26][CH:25]=3)=[CH:20][CH:19]=2)=[CH:16][N:17]=1)=[O:7])([CH3:3])([CH3:4])[CH3:2]. The yield is 0.740. (3) The reactants are [OH:1][C:2]1[CH:7]=[CH:6][C:5]([C:8]([CH3:14])([CH3:13])[C:9]([O:11][CH3:12])=[O:10])=[CH:4][CH:3]=1.C(N(CC)CC)C.[Cl-].[Mg+2].[Cl-].[CH2:25]=[O:26].OP(O)(O)=O. The catalyst is C(#N)C. The product is [OH:1][C:2]1[CH:3]=[CH:4][C:5]([C:8]([CH3:14])([CH3:13])[C:9]([O:11][CH3:12])=[O:10])=[CH:6][C:7]=1[CH:25]=[O:26]. The yield is 0.980. (4) The reactants are [OH:1][C:2]1[C:11](=[O:12])[N:10]2[C:5]([C:6]([CH3:14])([CH3:13])[O:7][CH2:8][CH2:9]2)=[N:4][C:3]=1[C:15]([O:17][CH2:18][CH3:19])=[O:16].[CH2:20](Br)[C:21]1[CH:26]=[CH:25][CH:24]=[CH:23][CH:22]=1.C([O-])([O-])=O.[K+].[K+]. The catalyst is CN(C=O)C.CCOCC. The product is [CH2:20]([O:1][C:2]1[C:11](=[O:12])[N:10]2[C:5]([C:6]([CH3:13])([CH3:14])[O:7][CH2:8][CH2:9]2)=[N:4][C:3]=1[C:15]([O:17][CH2:18][CH3:19])=[O:16])[C:21]1[CH:26]=[CH:25][CH:24]=[CH:23][CH:22]=1. The yield is 0.780.